This data is from Human Reference Interactome with 51,813 positive PPI pairs across 8,248 proteins, plus equal number of experimentally-validated negative pairs. The task is: Binary Classification. Given two protein amino acid sequences, predict whether they physically interact or not. Protein 1 (ENSG00000173908) has sequence MSLQFSNGSRHVCLRSGAGSVRPLNGGAGFAGSSACGGSVAGSEFSCALGGGLGSVPGGSHAGGALGNAACIGFAGSEGGLLSGNEKVTMQNLNDRLASYLDNVRALEEANAELERKIKGWYEKYGPGSCRGLDHDYSRYHLTIEDLKNKIISSTTTNANVILQIDNARLAADDFRLKYENELTLHQNVEADINGLRRVLDELTLCRTDQELQYESLSEEMTYLKKNHEEEMKALQCAAGGNVNVEMNAAPGVDLAVLLNNMRAEYEALAEQNRKDAEAWFNEKSASLQQQISHDSGAAT.... Protein 2 (ENSG00000185479) has sequence MASTSTTIRSHSSSRRGFSANSARLPGVSRSGFSSISVSRSRGSGGLGGACGGAGFGSRSLYGLGGSKRISIGGGSCAISGGYGSRAGGSYGFGGAGSGFGFGGGAGIGFGLGGGAGLAGGFGGPGFPVCPPGGIQEVTVNQSLLTPLNLQIDPAIQRVRAEEREQIKTLNNKFASFIDKVRFLEQQNKVLDTKWTLLQEQGTKTVRQNLEPLFEQYINNLRRQLDNIVGERGRLDSELRNMQDLVEDLKNKYEDEINKRTAAENEFVTLKKDVDAAYMNKVELQAKADTLTDEINFLRA.... Result: 1 (the proteins interact).